The task is: Predict the reactants needed to synthesize the given product.. This data is from Full USPTO retrosynthesis dataset with 1.9M reactions from patents (1976-2016). (1) Given the product [C:1]1([CH2:7][CH2:8][C:9]2[NH:11][C:12]3=[N:13][CH:14]=[CH:15][CH:16]=[C:17]3[CH:18]=2)[CH:2]=[CH:3][CH:4]=[CH:5][CH:6]=1, predict the reactants needed to synthesize it. The reactants are: [C:1]1([CH2:7][CH2:8][C:9]([NH:11][C:12]2[C:17]([CH2:18]P(=O)(OCC)OCC)=[CH:16][CH:15]=[CH:14][N:13]=2)=O)[CH:6]=[CH:5][CH:4]=[CH:3][CH:2]=1.C(O[K])(C)(C)C. (2) Given the product [C:1]([O:5][C:6](=[O:28])[N:7]([CH2:13][C:14]1[CH:19]=[CH:18][C:17]([C:20]2[CH:25]=[CH:24][C:23]([NH:26][S:37]([CH3:36])(=[O:39])=[O:38])=[CH:22][CH:21]=2)=[C:16]([CH3:27])[CH:15]=1)[CH2:8][CH2:9][CH:10]([CH3:12])[CH3:11])([CH3:2])([CH3:3])[CH3:4], predict the reactants needed to synthesize it. The reactants are: [C:1]([O:5][C:6](=[O:28])[N:7]([CH2:13][C:14]1[CH:19]=[CH:18][C:17]([C:20]2[CH:25]=[CH:24][C:23]([NH2:26])=[CH:22][CH:21]=2)=[C:16]([CH3:27])[CH:15]=1)[CH2:8][CH2:9][CH:10]([CH3:12])[CH3:11])([CH3:4])([CH3:3])[CH3:2].C(N(CC)CC)C.[CH3:36][S:37](Cl)(=[O:39])=[O:38]. (3) Given the product [CH:2]1([CH2:5][O:6][C:7]2[CH:12]=[C:11]([F:13])[CH:10]=[CH:9][C:8]=2[C:14]2[C:15]3[NH:22][C:21]([CH3:23])=[C:20]([C:24]([NH:26][CH:27]4[CH2:28][CH2:29][N:30]([C:37](=[O:36])[CH2:38][OH:39])[CH2:31][CH2:32]4)=[O:25])[C:16]=3[N:17]=[CH:18][N:19]=2)[CH2:4][CH2:3]1, predict the reactants needed to synthesize it. The reactants are: Cl.[CH:2]1([CH2:5][O:6][C:7]2[CH:12]=[C:11]([F:13])[CH:10]=[CH:9][C:8]=2[C:14]2[C:15]3[NH:22][C:21]([CH3:23])=[C:20]([C:24]([NH:26][CH:27]4[CH2:32][CH2:31][NH:30][CH2:29][CH2:28]4)=[O:25])[C:16]=3[N:17]=[CH:18][N:19]=2)[CH2:4][CH2:3]1.C([O:36][CH2:37][C:38](Cl)=[O:39])(=O)C.